Dataset: Reaction yield outcomes from USPTO patents with 853,638 reactions. Task: Predict the reaction yield, written as a fraction of the theoretical maximum amount of product (1.0 means a 100% yield; for example, 0.34 means a 34% yield). (1) The reactants are [C:1]([CH:3]=[C:4]([C:15]1[CH:16]=[CH:17][C:18]([O:25][CH3:26])=[C:19]([NH:21][C:22](=[O:24])[CH3:23])[CH:20]=1)[C:5]1[CH:10]=[CH:9][C:8]([O:11][CH3:12])=[C:7]([O:13][CH3:14])[CH:6]=1)#[N:2].N[C:28]1C=C(C(C2C=CC(OC)=C(OCC)C=2)=CC#N)C=CC=1OC.C(Cl)(=O)C. The catalyst is CCCCCC. The product is [C:1]([CH:3]=[C:4]([C:15]1[CH:16]=[CH:17][C:18]([O:25][CH3:26])=[C:19]([NH:21][C:22](=[O:24])[CH3:23])[CH:20]=1)[C:5]1[CH:10]=[CH:9][C:8]([O:11][CH3:12])=[C:7]([O:13][CH2:14][CH3:28])[CH:6]=1)#[N:2]. The yield is 0.410. (2) The reactants are Br[C:2]1[C:6]2=[N:7][CH:8]=[CH:9][CH:10]=[C:5]2[NH:4][N:3]=1.[Cu][C:12]#[N:13]. The catalyst is CN1CCCC1=O.[Cl-].[NH4+]. The product is [NH:4]1[C:5]2[C:6](=[N:7][CH:8]=[CH:9][CH:10]=2)[C:2]([C:12]#[N:13])=[N:3]1. The yield is 0.960. (3) The reactants are Cl[C:2]1[CH:18]=[CH:17][C:5]([C:6]([N:8]([C:10]2[CH:15]=[CH:14][C:13]([F:16])=[CH:12][CH:11]=2)[CH3:9])=[O:7])=[CH:4][N:3]=1.[SH2:19].[Na]. The catalyst is CN(C=O)C.C(OCC)(=O)C. The product is [F:16][C:13]1[CH:14]=[CH:15][C:10]([N:8]([CH3:9])[C:6](=[O:7])[C:5]2[CH:17]=[CH:18][C:2]([SH:19])=[N:3][CH:4]=2)=[CH:11][CH:12]=1. The yield is 0.720. (4) The reactants are Br[C:2]1[CH:3]=[C:4]([C:8](=[O:24])[C:9]([C:11]2[CH:16]=[CH:15][C:14]([O:17][CH:18]([F:20])[F:19])=[C:13]([CH:21]3[CH2:23][CH2:22]3)[CH:12]=2)=[O:10])[CH:5]=[CH:6][CH:7]=1.[CH3:25][O:26][CH2:27][CH2:28][CH2:29][C:30]#[CH:31].[Al]. The catalyst is C(N(CC)CC)C.C(OCC)C.[Cu](I)I.[Pd].C1(P(C2C=CC=CC=2)C2C=CC=CC=2)C=CC=CC=1.C1(P(C2C=CC=CC=2)C2C=CC=CC=2)C=CC=CC=1.C1(P(C2C=CC=CC=2)C2C=CC=CC=2)C=CC=CC=1.C1(P(C2C=CC=CC=2)C2C=CC=CC=2)C=CC=CC=1. The product is [CH:21]1([C:13]2[CH:12]=[C:11]([C:9](=[O:10])[C:8]([C:4]3[CH:5]=[CH:6][CH:7]=[C:2]([C:31]#[C:30][CH2:29][CH2:28][CH2:27][O:26][CH3:25])[CH:3]=3)=[O:24])[CH:16]=[CH:15][C:14]=2[O:17][CH:18]([F:20])[F:19])[CH2:23][CH2:22]1. The yield is 0.810. (5) The reactants are [Br:1][C:2]1[CH:7]=[C:6]([CH3:8])[CH:5]=[CH:4][C:3]=1[C:9]1([OH:14])[CH2:13][CH2:12][CH2:11][CH2:10]1.CCN(C(C)C)C(C)C.[CH2:24](Cl)[O:25][CH3:26].[NH4+].[Cl-]. The yield is 0.810. The catalyst is C(Cl)Cl. The product is [Br:1][C:2]1[CH:7]=[C:6]([CH3:8])[CH:5]=[CH:4][C:3]=1[C:9]1([O:14][CH2:24][O:25][CH3:26])[CH2:13][CH2:12][CH2:11][CH2:10]1. (6) The reactants are [N:1]1[C:10]2[CH:9]=[CH:8][CH:7]=[C:6](B(O)O)[C:5]=2[CH:4]=[CH:3][CH:2]=1.[C:14]([O-:17])(O)=O.[Na+].CO[CH2:21][CH2:22][O:23][CH3:24].O. The catalyst is C1C=CC(P(C2C=CC=CC=2)[C-]2C=CC=C2)=CC=1.C1C=CC(P(C2C=CC=CC=2)[C-]2C=CC=C2)=CC=1.Cl[Pd]Cl.[Fe+2]. The product is [N:1]1[C:10]2[C:5](=[C:6]([C:7]3[CH:6]=[CH:21][C:22]4[O:23][C:24]5([O:17][CH2:14][C:9]=4[CH:8]=3)[CH2:5][CH2:10][NH:1][CH2:2][CH2:3]5)[CH:7]=[CH:8][CH:9]=2)[CH:4]=[CH:3][CH:2]=1. The yield is 0.240. (7) The reactants are [C:1]([C@@H:4]1[CH2:8][CH2:7][CH2:6][N:5]1[C:9]([O:11][C:12]([CH3:15])([CH3:14])[CH3:13])=[O:10])(=[O:3])[NH2:2].C(=O)([O-])[O-].[Na+].[Na+].[F:22][C:23]([F:34])([F:33])[C:24](O[C:24](=[O:25])[C:23]([F:34])([F:33])[F:22])=[O:25]. The catalyst is ClCCl. The product is [F:22][C:23]([F:34])([F:33])[C:24]([NH:2][C:1]([C@@H:4]1[CH2:8][CH2:7][CH2:6][N:5]1[C:9]([O:11][C:12]([CH3:15])([CH3:14])[CH3:13])=[O:10])=[O:3])=[O:25]. The yield is 0.680. (8) The reactants are [F:1][C:2]1[C:3]([C:9](O)=[O:10])=[N:4][CH:5]=[C:6]([F:8])[CH:7]=1.C(N(CC)CC)C.ClC(OCC(C)C)=O.[BH4-].[Na+].Cl. The catalyst is O1CCCC1.CC(C)=O.O. The product is [F:1][C:2]1[C:3]([CH2:9][OH:10])=[N:4][CH:5]=[C:6]([F:8])[CH:7]=1. The yield is 0.424. (9) The reactants are [CH:1](=[O:5])/[CH:2]=[CH:3]/[CH3:4].[BrH:6].[CH2:7](O)[CH2:8][CH2:9][OH:10]. No catalyst specified. The product is [Br:6][CH:3]([CH3:4])[CH2:2][CH:1]1[O:10][CH2:9][CH2:8][CH2:7][O:5]1. The yield is 0.0140. (10) The reactants are [CH3:1][C:2]1[CH:7]=[CH:6][CH:5]=[C:4]([CH3:8])[C:3]=1[C:9]1[CH:14]=[CH:13][CH:12]=[C:11]([CH:15]=[O:16])[CH:10]=1.[BH4-].[Na+].Cl. The catalyst is COCCOC.O1CCCC1. The product is [CH3:8][C:4]1[CH:5]=[CH:6][CH:7]=[C:2]([CH3:1])[C:3]=1[C:9]1[CH:14]=[CH:13][CH:12]=[C:11]([CH2:15][OH:16])[CH:10]=1. The yield is 0.830.